Dataset: HIV replication inhibition screening data with 41,000+ compounds from the AIDS Antiviral Screen. Task: Binary Classification. Given a drug SMILES string, predict its activity (active/inactive) in a high-throughput screening assay against a specified biological target. (1) The molecule is O=C(O)c1c(CC(Cc2ccc3c(c2)CCC3)C(=O)O)ccc2c1CCC2. The result is 0 (inactive). (2) The molecule is Clc1ccc(-n2cnn3c(-c4ccccc4)ncc23)cc1. The result is 0 (inactive). (3) The molecule is CN(C)c1nc(N(C)Cc2ccccc2)[s+]s1.[Cl-]. The result is 0 (inactive). (4) The molecule is COc1ccc2c(c1)c1c(n2CCN2CCOCC2)-c2ccccc2CC1. The result is 0 (inactive). (5) The drug is CN(C)C(=O)N=C1SC(=Nc2ccccc2)C(=Nc2ccccc2)N1c1ccc([N+](=O)[O-])cc1. The result is 0 (inactive). (6) The molecule is CC(CCO)=NNC(N)=S. The result is 0 (inactive).